Task: Predict the product of the given reaction.. Dataset: Forward reaction prediction with 1.9M reactions from USPTO patents (1976-2016) (1) Given the reactants [C:1]([NH:5][C:6](=[NH:8])[CH3:7])([CH3:4])([CH3:3])[CH3:2].Br[C:10](=[CH:14]OC)[C:11](=[O:13])[CH3:12].C(N(CC)CC)C, predict the reaction product. The product is: [C:11]([C:10]1[N:5]([C:1]([CH3:4])([CH3:3])[CH3:2])[C:6]([CH3:7])=[N:8][CH:14]=1)(=[O:13])[CH3:12]. (2) Given the reactants [Cl:1][C:2]1[CH:3]=[C:4]2[C:9](=[CH:10][C:11]=1[O:12][C:13]1[CH:21]=[CH:20][C:16]([C:17](O)=[O:18])=[CH:15][CH:14]=1)[O:8][CH2:7][CH2:6][CH:5]2[C:22]([O:24][CH2:25][CH3:26])=[O:23].[NH2:27][C:28]1[S:29][CH:30]=[C:31]([C:33]([CH3:36])([CH3:35])[CH3:34])[N:32]=1.Cl.CN(C)CCCN=C=NCC.ON1C2N=CC=CC=2N=N1, predict the reaction product. The product is: [C:33]([C:31]1[N:32]=[C:28]([NH:27][C:17]([C:16]2[CH:20]=[CH:21][C:13]([O:12][C:11]3[CH:10]=[C:9]4[C:4]([CH:5]([C:22]([O:24][CH2:25][CH3:26])=[O:23])[CH2:6][CH2:7][O:8]4)=[CH:3][C:2]=3[Cl:1])=[CH:14][CH:15]=2)=[O:18])[S:29][CH:30]=1)([CH3:36])([CH3:35])[CH3:34]. (3) Given the reactants Br[C:2]1[CH:3]=[C:4]2[C:9](=[CH:10][CH:11]=1)[C:8]([OH:12])=[N:7][N:6]=[CH:5]2.[F:13][C:14]1[CH:19]=[CH:18][C:17]([OH:20])=[CH:16][CH:15]=1.CC(C)(C(=O)CC(=O)C(C)(C)C)C.C(=O)([O-])[O-].[Cs+].[Cs+], predict the reaction product. The product is: [F:13][C:14]1[CH:19]=[CH:18][C:17]([O:20][C:2]2[CH:3]=[C:4]3[C:9](=[CH:10][CH:11]=2)[C:8]([OH:12])=[N:7][N:6]=[CH:5]3)=[CH:16][CH:15]=1.